From a dataset of Forward reaction prediction with 1.9M reactions from USPTO patents (1976-2016). Predict the product of the given reaction. (1) Given the reactants [N:1]([C@:4]1([CH2:19][OH:20])[O:8][C@@H:7]([N:9]2[CH:14]=[CH:13][C:12](=[O:15])[NH:11][C:10]2=[O:16])[C@H:6]([OH:17])[C@@H:5]1[F:18])=[N+:2]=[N-:3].C([Mg]Cl)(C)(C)C.Cl[C:28]1[CH:37]=[CH:36][C:35]2[C:30](=[CH:31][CH:32]=[CH:33][CH:34]=2)[C:29]=1[O:38][P:39](=[N:41][C@@H:42]([CH3:48])[C:43]([O:45][CH2:46][CH3:47])=[O:44])=[O:40].CO, predict the reaction product. The product is: [CH2:46]([O:45][C:43](=[O:44])[C@@H:42]([N:41]=[P:39]([O:38][C:29]1[C:30]2[C:35](=[CH:34][CH:33]=[CH:32][CH:31]=2)[CH:36]=[CH:37][C:28]=1[O:20][CH2:19][C@:4]1([N:1]=[N+:2]=[N-:3])[C@@H:5]([F:18])[C@@H:6]([OH:17])[C@H:7]([N:9]2[CH:14]=[CH:13][C:12](=[O:15])[NH:11][C:10]2=[O:16])[O:8]1)=[O:40])[CH3:48])[CH3:47]. (2) Given the reactants [I-].[Li+].[C:3]([S:6][C@@H:7]([CH3:14])[C@@H:8]([CH3:13])[C:9]([O:11]C)=[O:10])(=[O:5])[CH3:4].O, predict the reaction product. The product is: [C:3]([S:6][C@@H:7]([CH3:14])[C@@H:8]([CH3:13])[C:9]([OH:11])=[O:10])(=[O:5])[CH3:4]. (3) Given the reactants C[O:2][C:3]([C:5]1[C:10]([S:11][CH2:12][C:13]2[CH:18]=[CH:17][N:16]=[CH:15][CH:14]=2)=[N:9][CH:8]=[CH:7][N:6]=1)=[O:4].[OH-].[Na+], predict the reaction product. The product is: [N:16]1[CH:17]=[CH:18][C:13]([CH2:12][S:11][C:10]2[C:5]([C:3]([OH:4])=[O:2])=[N:6][CH:7]=[CH:8][N:9]=2)=[CH:14][CH:15]=1. (4) Given the reactants P(OCCN(CCCCOC1C=C2C(C(NC3C=C(CC(NC4C=CC=C(F)C=4F)=O)NN=3)=NC=N2)=CC=1)CCC)(OC(C)(C)C)(OC(C)(C)C)=O.[OH:53][CH2:54][CH2:55][CH2:56][CH2:57][OH:58].[H-].[Na+].F[C:62]1[CH:71]=[C:70]2[C:65]([C:66](=[O:72])[NH:67][CH:68]=[N:69]2)=[CH:64][CH:63]=1.Cl, predict the reaction product. The product is: [OH:53][CH2:54][CH2:55][CH2:56][CH2:57][O:58][C:62]1[CH:71]=[C:70]2[C:65]([C:66](=[O:72])[NH:67][CH:68]=[N:69]2)=[CH:64][CH:63]=1. (5) The product is: [CH3:25][C@H:24]1[NH:20][C:21](=[O:22])[N:13]([C:12]2[CH:14]=[CH:15][C:9]([O:8][C:4]3[CH:5]=[CH:6][CH:7]=[C:2]([CH3:1])[CH:3]=3)=[CH:10][CH:11]=2)[C:27]1=[O:28]. Given the reactants [CH3:1][C:2]1[CH:3]=[C:4]([O:8][C:9]2[CH:15]=[CH:14][C:12]([NH2:13])=[CH:11][CH:10]=2)[CH:5]=[CH:6][CH:7]=1.CC([N:20]([C@@H:24]([C:27](NC1C=NC(OC2C=CC(C#N)=C(C(C)C)C=2)=CC=1)=[O:28])[CH2:25]C)[C:21](=O)[O-:22])(C)C.Cl, predict the reaction product.